The task is: Predict the reaction yield, written as a fraction of the theoretical maximum amount of product (1.0 means a 100% yield; for example, 0.34 means a 34% yield).. This data is from Reaction yield outcomes from USPTO patents with 853,638 reactions. (1) The reactants are [C:1]([O:9][C@@H:10]1[C@H:14]([CH2:15][O:16][C:17](=[O:24])[C:18]2[CH:23]=[CH:22][CH:21]=[CH:20][CH:19]=2)[O:13][C@H:12]([N:25]2[CH:33]=[N:32][C:31]3[C:26]2=[N:27][CH:28]=[N:29][C:30]=3[NH2:34])[CH2:11]1)(=[O:8])[C:2]1[CH:7]=[CH:6][CH:5]=[CH:4][CH:3]=1.[CH3:35][O:36][C:37]1[CH:56]=[CH:55][C:40]([C:41](Cl)([C:48]2[CH:53]=[CH:52][CH:51]=[CH:50][CH:49]=2)[C:42]2[CH:47]=[CH:46][CH:45]=[CH:44][CH:43]=2)=[CH:39][CH:38]=1.CO. The catalyst is N1C=CC=CC=1. The product is [CH3:35][O:36][C:37]1[CH:56]=[CH:55][C:40]([C:41]([NH:34][C:30]2[N:29]=[CH:28][N:27]=[C:26]3[C:31]=2[N:32]=[CH:33][N:25]3[C@H:12]2[O:13][C@@H:14]([CH2:15][O:16][C:17](=[O:24])[C:18]3[CH:23]=[CH:22][CH:21]=[CH:20][CH:19]=3)[C@@H:10]([O:9][C:1](=[O:8])[C:2]3[CH:3]=[CH:4][CH:5]=[CH:6][CH:7]=3)[CH2:11]2)([C:42]2[CH:43]=[CH:44][CH:45]=[CH:46][CH:47]=2)[C:48]2[CH:53]=[CH:52][CH:51]=[CH:50][CH:49]=2)=[CH:39][CH:38]=1. The yield is 0.720. (2) The reactants are C([O:3][C:4](=[O:38])[CH2:5][CH2:6][C:7]1[CH:12]=[CH:11][C:10]([O:13][CH2:14][CH2:15][C:16]2[N:17]=[C:18]([C:21]3[CH:26]=[CH:25][CH:24]=[CH:23][CH:22]=3)[O:19][CH:20]=2)=[CH:9][C:8]=1[CH2:27][O:28][C:29](=[O:37])[NH:30][CH:31]1[CH2:36][CH2:35][CH2:34][CH2:33][CH2:32]1)C.[OH-].[Na+]. The catalyst is C(O)C. The product is [CH:31]1([NH:30][C:29]([O:28][CH2:27][C:8]2[CH:9]=[C:10]([O:13][CH2:14][CH2:15][C:16]3[N:17]=[C:18]([C:21]4[CH:22]=[CH:23][CH:24]=[CH:25][CH:26]=4)[O:19][CH:20]=3)[CH:11]=[CH:12][C:7]=2[CH2:6][CH2:5][C:4]([OH:38])=[O:3])=[O:37])[CH2:36][CH2:35][CH2:34][CH2:33][CH2:32]1. The yield is 0.630. (3) The reactants are [Cl-].[NH4+:2].C1(C)C=CC=CC=1.C[Al](C)C.[Cl:14][C:15]1[N:16]=[CH:17][C:18]([C:21]([O:23]C)=O)=[N:19][CH:20]=1.C(=O)([O-])O.[Na+]. The catalyst is C1C=CC=CC=1.O. The product is [Cl:14][C:15]1[N:16]=[CH:17][C:18]([C:21]([NH2:2])=[O:23])=[N:19][CH:20]=1. The yield is 0.430. (4) The reactants are [Cl:1][C:2]1[C:7]([CH:8]([OH:10])[CH3:9])=[CH:6][CH:5]=[CH:4][N:3]=1.C(O)(C)C.C([O-])(O)=O.[Na+]. The catalyst is CC(C)=O.[O-2].[Cr+6].[O-2].[O-2]. The product is [Cl:1][C:2]1[C:7]([C:8](=[O:10])[CH3:9])=[CH:6][CH:5]=[CH:4][N:3]=1. The yield is 0.770. (5) The reactants are Cl.[Br:2][C:3]1[CH:4]=[C:5]([CH2:9][C:10]([CH3:14])([CH3:13])[CH2:11][NH2:12])[CH:6]=[CH:7][CH:8]=1.CCN(CC)CC.[F:22][C:23]([F:30])([F:29])[C:24](OCC)=[O:25]. The product is [Br:2][C:3]1[CH:4]=[C:5]([CH2:9][C:10]([CH3:14])([CH3:13])[CH2:11][NH:12][C:24](=[O:25])[C:23]([F:30])([F:29])[F:22])[CH:6]=[CH:7][CH:8]=1. The yield is 0.580. The catalyst is C1COCC1. (6) The reactants are [C:1]([O:5][C:6]([N:8]1[CH2:13][CH2:12][CH:11]([CH:14]=O)[CH2:10][CH2:9]1)=[O:7])([CH3:4])([CH3:3])[CH3:2].C[Mg]Br.[Cl-].[NH4+].C1C[O:24][CH2:23]C1. No catalyst specified. The product is [C:1]([O:5][C:6]([N:8]1[CH2:9][CH2:10][CH:11]([CH2:14][CH2:23][OH:24])[CH2:12][CH2:13]1)=[O:7])([CH3:2])([CH3:3])[CH3:4]. The yield is 0.310.